Dataset: Forward reaction prediction with 1.9M reactions from USPTO patents (1976-2016). Task: Predict the product of the given reaction. (1) Given the reactants C(OC([N:6]1[C:14]2[C:9](=[CH:10][C:11]([C:15]3[S:19][C:18]([C:20]4[CH:25]=[CH:24][CH:23]=[CH:22][CH:21]=4)=[N:17][C:16]=3[CH3:26])=[CH:12][CH:13]=2)[CH:8]=[C:7]1[C:27]1[C:28]([CH3:33])=[N:29][CH:30]=[CH:31][CH:32]=1)=O)C.C([O-])([O-])=O.[K+].[K+], predict the reaction product. The product is: [CH3:26][C:16]1[N:17]=[C:18]([C:20]2[CH:25]=[CH:24][CH:23]=[CH:22][CH:21]=2)[S:19][C:15]=1[C:11]1[CH:10]=[C:9]2[C:14](=[CH:13][CH:12]=1)[NH:6][C:7]([C:27]1[C:28]([CH3:33])=[N:29][CH:30]=[CH:31][CH:32]=1)=[CH:8]2. (2) Given the reactants CC1N2C=C(C(N)=O)N=C2C=CC=1.[F:14][C:15]1[CH:52]=[N:51][C:18]2[N:19]([C:44]3[CH:49]=[CH:48][CH:47]=[C:46](I)[CH:45]=3)[C:20](=[O:43])[N:21]([C@@H:24]3[CH2:29][CH2:28][C@H:27]([NH:30][C:31]([C:33]4[N:34]=[C:35]5[CH:40]=[CH:39][CH:38]=[C:37]([CH3:41])[N:36]5[CH:42]=4)=[O:32])[CH2:26][CH2:25]3)[C:22](=[O:23])[C:17]=2[CH:16]=1.[CH:53]([C:55]1[CH:60]=[CH:59][C:58](B(O)O)=[CH:57][CH:56]=1)=[O:54], predict the reaction product. The product is: [F:14][C:15]1[CH:52]=[N:51][C:18]2[N:19]([C:44]3[CH:45]=[C:46]([C:58]4[CH:59]=[CH:60][C:55]([CH:53]=[O:54])=[CH:56][CH:57]=4)[CH:47]=[CH:48][CH:49]=3)[C:20](=[O:43])[N:21]([C@@H:24]3[CH2:29][CH2:28][C@H:27]([NH:30][C:31]([C:33]4[N:34]=[C:35]5[CH:40]=[CH:39][CH:38]=[C:37]([CH3:41])[N:36]5[CH:42]=4)=[O:32])[CH2:26][CH2:25]3)[C:22](=[O:23])[C:17]=2[CH:16]=1. (3) Given the reactants [F:1][C:2]1[C:3]([CH3:10])=[C:4]([CH:7]=[CH:8][CH:9]=1)[CH2:5]Br.CN(C=O)C.[C:16]([O:20][C:21]([N:23]1[CH2:28][CH2:27][N:26]([C:29]([C:31]2[C:35]3=[N:36][CH:37]=[CH:38][CH:39]=[C:34]3[N:33]([C:40]3[CH:45]=[CH:44][CH:43]=[CH:42][CH:41]=3)[C:32]=2Cl)=[O:30])[CH2:25][CH2:24]1)=[O:22])([CH3:19])([CH3:18])[CH3:17].COC1C=CC=C(OC)C=1C1C=CC=CC=1P(C1CCCCC1)C1CCCCC1, predict the reaction product. The product is: [C:16]([O:20][C:21]([N:23]1[CH2:24][CH2:25][N:26]([C:29]([C:31]2[C:35]3=[N:36][CH:37]=[CH:38][CH:39]=[C:34]3[N:33]([C:40]3[CH:45]=[CH:44][CH:43]=[CH:42][CH:41]=3)[C:32]=2[CH2:5][C:4]2[CH:7]=[CH:8][CH:9]=[C:2]([F:1])[C:3]=2[CH3:10])=[O:30])[CH2:27][CH2:28]1)=[O:22])([CH3:19])([CH3:17])[CH3:18]. (4) Given the reactants CC([N:5]([C@H:9]([CH3:31])[C:10]([NH:12][C:13]1[CH:18]=[CH:17][C:16]([O:19][C:20]2[C:25]3[C:26]([CH3:29])=[N:27][O:28][C:24]=3[CH:23]=[C:22]([CH3:30])[CH:21]=2)=[CH:15][CH:14]=1)=[O:11])C(=O)[O-])(C)C.C(O)(C(F)(F)F)=O, predict the reaction product. The product is: [CH3:29][C:26]1[C:25]2[C:20]([O:19][C:16]3[CH:15]=[CH:14][C:13]([NH:12][C:10](=[O:11])[C@@H:9]([CH3:31])[NH2:5])=[CH:18][CH:17]=3)=[CH:21][C:22]([CH3:30])=[CH:23][C:24]=2[O:28][N:27]=1.